From a dataset of Forward reaction prediction with 1.9M reactions from USPTO patents (1976-2016). Predict the product of the given reaction. (1) Given the reactants [Br:1][C:2]1[CH:3]=[C:4]2[C:9](=[CH:10][CH:11]=1)[C:8]([Cl:12])=[C:7]([OH:13])[CH:6]=[CH:5]2.C([O-])([O-])=O.[K+].[K+].Br[CH2:21][CH2:22][NH:23]C(=O)OC(C)(C)C.CCCCCC.C(OCC)(=O)C, predict the reaction product. The product is: [Cl-:12].[Br:1][C:2]1[CH:3]=[C:4]2[C:9](=[CH:10][CH:11]=1)[C:8]([Cl:12])=[C:7]([O:13][CH2:21][CH2:22][NH3+:23])[CH:6]=[CH:5]2. (2) Given the reactants C([O:3][C:4](=[O:20])[CH2:5][N:6]([CH3:19])[C:7]1[C:15]2[C:10](=[CH:11][CH:12]=[C:13]([N+:16]([O-:18])=[O:17])[CH:14]=2)[NH:9][N:8]=1)C.O.[OH-].[Li+], predict the reaction product. The product is: [CH3:19][N:6]([CH2:5][C:4]([OH:20])=[O:3])[C:7]1[C:15]2[C:10](=[CH:11][CH:12]=[C:13]([N+:16]([O-:18])=[O:17])[CH:14]=2)[NH:9][N:8]=1. (3) Given the reactants C1N2CN3CN(C2)CN1C3.[CH:11]([C:13]1[CH:20]=[CH:19][C:16]([CH2:17]Cl)=[CH:15][CH:14]=1)=[CH2:12].C(O)(=[O:23])C.Cl, predict the reaction product. The product is: [CH:11]([C:13]1[CH:20]=[CH:19][C:16]([CH:17]=[O:23])=[CH:15][CH:14]=1)=[CH2:12].